From a dataset of Forward reaction prediction with 1.9M reactions from USPTO patents (1976-2016). Predict the product of the given reaction. Given the reactants C(OC([NH:11][C@@H:12]([CH2:16][NH:17][C:18](=[O:36])[C:19]1[CH:24]=[CH:23][C:22]([CH2:25][CH2:26][C:27](=[O:35])[NH:28][C:29]2[NH:30][CH2:31][CH2:32][CH2:33][N:34]=2)=[CH:21][CH:20]=1)[C:13]([OH:15])=[O:14])=O)C1C=CC=CC=1.C(O)(=O)C.CO, predict the reaction product. The product is: [NH2:11][C@@H:12]([CH2:16][NH:17][C:18](=[O:36])[C:19]1[CH:20]=[CH:21][C:22]([CH2:25][CH2:26][C:27](=[O:35])[NH:28][C:29]2[NH:34][CH2:33][CH2:32][CH2:31][N:30]=2)=[CH:23][CH:24]=1)[C:13]([OH:15])=[O:14].